Dataset: Catalyst prediction with 721,799 reactions and 888 catalyst types from USPTO. Task: Predict which catalyst facilitates the given reaction. (1) Reactant: [NH2:1][C:2]1[N:7]=[C:6]([C:8]2[CH:16]=[CH:15][C:11]3[O:12][CH2:13][O:14][C:10]=3[CH:9]=2)[C:5]([C:17]#[N:18])=[C:4](S(C)(=O)=O)[N:3]=1.[CH2:23]([NH2:31])[CH2:24][C:25]1[CH:30]=[CH:29][CH:28]=[CH:27][CH:26]=1. Product: [NH2:1][C:2]1[N:7]=[C:6]([C:8]2[CH:16]=[CH:15][C:11]3[O:12][CH2:13][O:14][C:10]=3[CH:9]=2)[C:5]([C:17]#[N:18])=[C:4]([NH:31][CH2:23][CH2:24][C:25]2[CH:30]=[CH:29][CH:28]=[CH:27][CH:26]=2)[N:3]=1. The catalyst class is: 57. (2) Reactant: [N:1]1[C:6]2[NH:7][CH:8]=[CH:9][C:5]=2[CH:4]=[N:3][CH:2]=1.[N+:10]([O-])([OH:12])=[O:11].C(=O)(O)[O-].[Na+]. Product: [N+:10]([C:9]1[C:5]2[CH:4]=[N:3][CH:2]=[N:1][C:6]=2[NH:7][CH:8]=1)([O-:12])=[O:11]. The catalyst class is: 6. (3) Reactant: [Br:1][C:2]1[CH:3]=[CH:4][C:5]([Cl:18])=[C:6]([CH:17]=1)[CH2:7][C:8]1[CH:13]=[CH:12][C:11]([CH2:14][CH2:15][OH:16])=[CH:10][CH:9]=1.C(=O)([O-])[O-].[Na+].[Na+].[C:25](OC=C)(=O)[CH3:26]. Product: [Br:1][C:2]1[CH:3]=[CH:4][C:5]([Cl:18])=[C:6]([CH2:7][C:8]2[CH:13]=[CH:12][C:11]([CH2:14][CH2:15][O:16][CH:25]=[CH2:26])=[CH:10][CH:9]=2)[CH:17]=1. The catalyst class is: 133. (4) Reactant: [F:1][C:2]1[CH:10]=[C:9]2[C:5]([C:6]([C:12]3[N:17]=[C:16]4[C:18]([C:21]([OH:23])=O)=[CH:19][NH:20][C:15]4=[N:14][CH:13]=3)=[N:7][N:8]2[CH3:11])=[CH:4][CH:3]=1.[NH2:24][C:25]([CH3:29])([CH3:28])[C:26]#[N:27].CN(C(ON1N=NC2C=CC=NC1=2)=[N+](C)C)C.F[P-](F)(F)(F)(F)F.CCN(C(C)C)C(C)C. Product: [C:26]([C:25]([NH:24][C:21]([C:18]1[C:16]2=[N:17][C:12]([C:6]3[C:5]4[C:9](=[CH:10][C:2]([F:1])=[CH:3][CH:4]=4)[N:8]([CH3:11])[N:7]=3)=[CH:13][N:14]=[C:15]2[NH:20][CH:19]=1)=[O:23])([CH3:29])[CH3:28])#[N:27]. The catalyst class is: 3. (5) Reactant: [NH:1]1[C:9]2[C:4](=[CH:5][C:6]([B:10]3[O:18][C:15]([CH3:17])([CH3:16])[C:12]([CH3:14])([CH3:13])[O:11]3)=[CH:7][CH:8]=2)[CH:3]=[N:2]1.C([O-])([O-])=O.[K+].[K+].[CH3:25][C:26]1([CH3:29])[CH2:28][O:27]1. Product: [CH3:25][C:26]([OH:27])([CH3:29])[CH2:28][N:1]1[C:9]2[C:4](=[CH:5][C:6]([B:10]3[O:11][C:12]([CH3:13])([CH3:14])[C:15]([CH3:17])([CH3:16])[O:18]3)=[CH:7][CH:8]=2)[CH:3]=[N:2]1.[CH3:25][C:26]([OH:27])([CH3:29])[CH2:28][N:2]1[CH:3]=[C:4]2[C:9]([CH:8]=[CH:7][C:6]([B:10]3[O:11][C:12]([CH3:13])([CH3:14])[C:15]([CH3:17])([CH3:16])[O:18]3)=[CH:5]2)=[N:1]1. The catalyst class is: 3.